Dataset: Catalyst prediction with 721,799 reactions and 888 catalyst types from USPTO. Task: Predict which catalyst facilitates the given reaction. (1) Reactant: FC(F)(F)C(O)=O.[NH:8]1[CH2:13][CH2:12][CH:11]([NH:14][C:15]2[O:16][C:17]3[C:23]([O:24][CH2:25][CH:26]([OH:29])[CH2:27][OH:28])=[CH:22][CH:21]=[CH:20][C:18]=3[N:19]=2)[CH2:10][CH2:9]1.[CH2:30]([O:32][C:33]1[CH:34]=[C:35]([CH:38]=[C:39]([O:42][CH2:43][CH3:44])[C:40]=1[F:41])[CH:36]=O)[CH3:31].C([BH3-])#N.[Na+].C(N(C(C)C)C(C)C)C. Product: [CH2:30]([O:32][C:33]1[CH:34]=[C:35]([CH:38]=[C:39]([O:42][CH2:43][CH3:44])[C:40]=1[F:41])[CH2:36][N:8]1[CH2:13][CH2:12][CH:11]([NH:14][C:15]2[O:16][C:17]3[C:23]([O:24][CH2:25][CH:26]([OH:29])[CH2:27][OH:28])=[CH:22][CH:21]=[CH:20][C:18]=3[N:19]=2)[CH2:10][CH2:9]1)[CH3:31]. The catalyst class is: 212. (2) Reactant: [CH:1]([N:5]1[CH:10]=[C:9]([C:11]2[CH:15]=[CH:14][N:13]([CH3:16])[N:12]=2)[C:8](OC)=[C:7]([C:19]#[N:20])[C:6]1=[O:21])([CH2:3][CH3:4])[CH3:2].O.[NH2:23][NH2:24]. Product: [NH2:20][C:19]1[C:7]2[C:6](=[O:21])[N:5]([CH:1]([CH2:3][CH3:4])[CH3:2])[CH:10]=[C:9]([C:11]3[CH:15]=[CH:14][N:13]([CH3:16])[N:12]=3)[C:8]=2[NH:24][N:23]=1. The catalyst class is: 8. (3) Reactant: [Cl:1][C:2]1[CH:3]=[C:4]2[C:8](=[CH:9][CH:10]=1)[NH:7][C:6](=[O:11])[C:5]2([F:13])[F:12].[H-].[Na+].Br[CH2:17][C:18]([NH2:20])=[O:19].O. Product: [Cl:1][C:2]1[CH:3]=[C:4]2[C:8](=[CH:9][CH:10]=1)[N:7]([CH2:17][C:18]([NH2:20])=[O:19])[C:6](=[O:11])[C:5]2([F:13])[F:12]. The catalyst class is: 3. (4) Product: [C:7]1([S:13][CH2:14][C:15]2[CH:16]=[CH:17][C:18]([CH2:19][OH:20])=[CH:22][CH:23]=2)[CH:8]=[CH:9][CH:10]=[CH:11][CH:12]=1. Reactant: [H-].[Al+3].[Li+].[H-].[H-].[H-].[C:7]1([S:13][CH2:14][C:15]2[CH:23]=[CH:22][C:18]([C:19](O)=[O:20])=[CH:17][CH:16]=2)[CH:12]=[CH:11][CH:10]=[CH:9][CH:8]=1.O. The catalyst class is: 7.